This data is from Full USPTO retrosynthesis dataset with 1.9M reactions from patents (1976-2016). The task is: Predict the reactants needed to synthesize the given product. (1) Given the product [CH2:19]([N:26]1[CH2:31][CH2:30][C:29](=[O:32])[CH:28]([CH2:33][O:34][Si:10]([C:6]([CH3:9])([CH3:8])[CH3:7])([CH3:13])[CH3:12])[CH2:27]1)[C:20]1[CH:21]=[CH:22][CH:23]=[CH:24][CH:25]=1, predict the reactants needed to synthesize it. The reactants are: N1C=CN=C1.[C:6]([Si:10]([CH3:13])([CH3:12])Cl)([CH3:9])([CH3:8])[CH3:7].CN(C)C=O.[CH2:19]([N:26]1[CH2:31][CH2:30][C:29]([OH:32])=[C:28]([C:33](OC)=[O:34])[CH2:27]1)[C:20]1[CH:25]=[CH:24][CH:23]=[CH:22][CH:21]=1. (2) Given the product [P:8]([OH:10])([OH:15])([O:20][CH2:21][N:22]1[C:26]2=[N:27][CH:28]=[CH:29][CH:30]=[C:25]2[C:24]([CH2:31][N:32]2[CH:37]=[CH:36][C:35]([C:38]([F:39])([F:40])[F:41])=[C:34]([O:42][C:43]3[CH:48]=[C:47]([C:49]#[N:50])[CH:46]=[C:45]([Cl:51])[CH:44]=3)[C:33]2=[O:52])=[N:23]1)=[O:9], predict the reactants needed to synthesize it. The reactants are: C(O)(C(F)(F)F)=O.[P:8]([O:20][CH2:21][N:22]1[C:26]2=[N:27][CH:28]=[CH:29][CH:30]=[C:25]2[C:24]([CH2:31][N:32]2[CH:37]=[CH:36][C:35]([C:38]([F:41])([F:40])[F:39])=[C:34]([O:42][C:43]3[CH:48]=[C:47]([C:49]#[N:50])[CH:46]=[C:45]([Cl:51])[CH:44]=3)[C:33]2=[O:52])=[N:23]1)([O:15]C(C)(C)C)([O:10]C(C)(C)C)=[O:9]. (3) Given the product [ClH:15].[NH:1]1[CH2:2][CH2:3][CH:4]([P:7](=[O:14])([O:8][CH2:9][CH3:10])[O:11][CH2:12][CH3:13])[CH2:5][CH2:6]1, predict the reactants needed to synthesize it. The reactants are: [N:1]1[CH:6]=[CH:5][C:4]([P:7](=[O:14])([O:11][CH2:12][CH3:13])[O:8][CH2:9][CH3:10])=[CH:3][CH:2]=1.[ClH:15]. (4) Given the product [CH2:1]([C:8]1[CH:9]=[CH:10][C:11]2[O:15][C:14]([C:16]3[CH:21]=[CH:20][C:19]([CH2:22][N:23]4[CH2:24][CH:25]([C:27]([OH:29])=[O:28])[CH2:26]4)=[CH:18][CH:17]=3)=[N:13][C:12]=2[CH:31]=1)[C:2]1[CH:3]=[CH:4][CH:5]=[CH:6][CH:7]=1, predict the reactants needed to synthesize it. The reactants are: [CH2:1]([C:8]1[CH:9]=[CH:10][C:11]2[O:15][C:14]([C:16]3[CH:21]=[CH:20][C:19]([CH2:22][N:23]4[CH2:26][CH:25]([C:27]([OH:29])=[O:28])[CH2:24]4)=[CH:18][C:17]=3F)=[N:13][C:12]=2[CH:31]=1)[C:2]1[CH:7]=[CH:6][CH:5]=[CH:4][CH:3]=1.C(C1C=CC(C(Cl)=O)=CC=1)=O.